From a dataset of CYP2C19 inhibition data for predicting drug metabolism from PubChem BioAssay. Regression/Classification. Given a drug SMILES string, predict its absorption, distribution, metabolism, or excretion properties. Task type varies by dataset: regression for continuous measurements (e.g., permeability, clearance, half-life) or binary classification for categorical outcomes (e.g., BBB penetration, CYP inhibition). Dataset: cyp2c19_veith. (1) The compound is Nc1nc(-c2ccco2)nn1C(=O)c1ccc(Cl)cc1. The result is 1 (inhibitor). (2) The molecule is COc1ccc(Oc2ncc3nc(C)c(=O)n(CCC#N)c3n2)cc1. The result is 0 (non-inhibitor).